From a dataset of Full USPTO retrosynthesis dataset with 1.9M reactions from patents (1976-2016). Predict the reactants needed to synthesize the given product. (1) Given the product [C:1]([O:4][C:5]1[C:12]([C:13]([CH3:16])([CH3:15])[CH3:14])=[CH:11][C:8]([CH:9]=[N+:25]([CH2:21][CH:22]([CH3:24])[CH3:23])[O-:26])=[CH:7][C:6]=1[C:17]([CH3:20])([CH3:19])[CH3:18])(=[O:3])[CH3:2], predict the reactants needed to synthesize it. The reactants are: [C:1]([O:4][C:5]1[C:12]([C:13]([CH3:16])([CH3:15])[CH3:14])=[CH:11][C:8]([CH:9]=O)=[CH:7][C:6]=1[C:17]([CH3:20])([CH3:19])[CH3:18])(=[O:3])[CH3:2].[CH2:21]([NH:25][OH:26])[CH:22]([CH3:24])[CH3:23]. (2) Given the product [NH2:28][CH2:27][C:22]1[NH:23][C:24](=[O:25])[C:19]([CH2:18][NH:17][C:15]([C:4]2[C:5]3[C:6]([CH3:14])=[CH:7][N:8]([CH:11]([CH3:12])[CH3:13])[C:9]=3[CH:10]=[C:2]([Br:1])[CH:3]=2)=[O:16])=[C:20]([CH3:36])[CH:21]=1, predict the reactants needed to synthesize it. The reactants are: [Br:1][C:2]1[CH:3]=[C:4]([C:15]([NH:17][CH2:18][C:19]2[C:20]([CH3:36])=[CH:21][C:22]([CH2:27][NH:28]C(=O)OC(C)(C)C)=[N:23][C:24]=2[O:25]C)=[O:16])[C:5]2[C:6]([CH3:14])=[CH:7][N:8]([CH:11]([CH3:13])[CH3:12])[C:9]=2[CH:10]=1.Cl.